Dataset: Forward reaction prediction with 1.9M reactions from USPTO patents (1976-2016). Task: Predict the product of the given reaction. (1) Given the reactants [C:1]([NH:4][C:5]1([CH2:10][C:11]([OH:13])=[O:12])[CH2:9][CH2:8][CH2:7][CH2:6]1)(=[O:3])[CH3:2].N[C@@H:15](C1C=CC=CC=1)[CH2:16]C(O)=O.CC#N.O.CC#N, predict the reaction product. The product is: [C:1]([NH:4][C@@H:5]([C:9]1[CH:8]=[CH:7][CH:6]=[CH:16][CH:15]=1)[CH2:10][C:11]([OH:13])=[O:12])(=[O:3])[CH3:2]. (2) Given the reactants S(Cl)([Cl:3])=O.[Cl:5][C:6]1[N:7]=[C:8]([C:13]([OH:15])=O)[NH:9][C:10]=1[CH2:11][CH3:12], predict the reaction product. The product is: [Cl:5][C:6]1[N:7]=[C:8]([C:13]([Cl:3])=[O:15])[NH:9][C:10]=1[CH2:11][CH3:12].